Task: Regression/Classification. Given a drug SMILES string, predict its absorption, distribution, metabolism, or excretion properties. Task type varies by dataset: regression for continuous measurements (e.g., permeability, clearance, half-life) or binary classification for categorical outcomes (e.g., BBB penetration, CYP inhibition). Dataset: cyp2c9_veith.. Dataset: CYP2C9 inhibition data for predicting drug metabolism from PubChem BioAssay The drug is Cc1cnc(CNc2ccnc(-c3c(C)noc3C)n2)cn1. The result is 0 (non-inhibitor).